From a dataset of Catalyst prediction with 721,799 reactions and 888 catalyst types from USPTO. Predict which catalyst facilitates the given reaction. (1) Product: [CH3:1][O:2][C:3]1[CH:8]=[CH:7][N:6]=[CH:5][C:4]=1[CH2:9][OH:10]. The catalyst class is: 5. Reactant: [CH3:1][O:2][C:3]1[CH:8]=[CH:7][N:6]=[CH:5][C:4]=1[CH:9]=[O:10].[BH4-].[Na+]. (2) Reactant: [CH3:1][O:2][C:3]1[CH:4]=[C:5]2[C:10](=[CH:11][C:12]=1[O:13][CH3:14])[N:9]=[CH:8][N:7]=[C:6]2[O:15][C:16]1[CH:17]=[C:18]([CH:20]=[CH:21][CH:22]=1)[NH2:19].[C:23]1([N:29]=[C:30]=[O:31])[CH:28]=[CH:27][CH:26]=[CH:25][CH:24]=1. Product: [CH3:1][O:2][C:3]1[CH:4]=[C:5]2[C:10](=[CH:11][C:12]=1[O:13][CH3:14])[N:9]=[CH:8][N:7]=[C:6]2[O:15][C:16]1[CH:17]=[C:18]([NH:19][C:30]([NH:29][C:23]2[CH:28]=[CH:27][CH:26]=[CH:25][CH:24]=2)=[O:31])[CH:20]=[CH:21][CH:22]=1. The catalyst class is: 1. (3) Reactant: C(NC(C)C)(C)C.[Li]CCCC.[F:13][C:14]1[CH:15]=[CH:16][CH:17]=[C:18]2[C:22]=1[N:21]([CH3:23])[C:20](=[O:24])[C:19]2([CH3:26])[CH3:25].[CH3:27][Si:28](Cl)([CH3:30])[CH3:29]. Product: [F:13][C:14]1[C:15]([Si:28]([CH3:30])([CH3:29])[CH3:27])=[CH:16][CH:17]=[C:18]2[C:22]=1[N:21]([CH3:23])[C:20](=[O:24])[C:19]2([CH3:26])[CH3:25]. The catalyst class is: 7. (4) Reactant: [Al+3].[Cl-].[Cl-].[Cl-].[CH3:5][O:6][C:7]1[CH:15]=[N:14][C:13](N2C=CC(C)=N2)=[C:12]2[C:8]=1[CH:9]=[CH:10][NH:11]2.Cl[C:23]([C:25]([O:27][CH3:28])=[O:26])=[O:24].[CH3:29][N+:30]([O-])=O. Product: [CH3:28][O:27][C:25](=[O:26])[C:23]([C:9]1[C:8]2[C:12](=[C:13]([C:29]3[NH:30][N:11]=[C:12]([CH3:13])[CH:8]=3)[N:14]=[CH:15][C:7]=2[O:6][CH3:5])[NH:11][CH:10]=1)=[O:24]. The catalyst class is: 2. (5) Reactant: [F:1][C:2]1[CH:7]=[C:6]([CH3:8])[C:5]([S:9][CH2:10][C:11]([F:14])([F:13])[F:12])=[CH:4][C:3]=1[N:15]1[C:19]([CH3:20])=[CH:18][C:17]([O:21][CH2:22][C:23]([F:29])([F:28])[C:24]([F:27])([F:26])[F:25])=[N:16]1.ClC1C=CC=C(C(OO)=[O:38])C=1. Product: [F:1][C:2]1[CH:7]=[C:6]([CH3:8])[C:5]([S:9]([CH2:10][C:11]([F:12])([F:13])[F:14])=[O:38])=[CH:4][C:3]=1[N:15]1[C:19]([CH3:20])=[CH:18][C:17]([O:21][CH2:22][C:23]([F:28])([F:29])[C:24]([F:25])([F:26])[F:27])=[N:16]1. The catalyst class is: 22.